From a dataset of Forward reaction prediction with 1.9M reactions from USPTO patents (1976-2016). Predict the product of the given reaction. (1) Given the reactants [F:1][C:2]1[CH:7]=[C:6](B2OC(C)(C)C(C)(C)O2)[CH:5]=[CH:4][C:3]=1[C:17]1[N:18]=[CH:19][C:20]([NH2:23])=[N:21][CH:22]=1.Br[C:25]1[CH:30]=[CH:29][CH:28]=[CH:27][C:26]=1[S:31]([N:34]1[CH2:39][CH2:38][N:37]([C:40](=[O:42])[CH3:41])[CH2:36][CH2:35]1)(=[O:33])=[O:32], predict the reaction product. The product is: [C:40]([N:37]1[CH2:36][CH2:35][N:34]([S:31]([C:26]2[CH:27]=[CH:28][CH:29]=[CH:30][C:25]=2[C:6]2[CH:5]=[CH:4][C:3]([C:17]3[N:18]=[CH:19][C:20]([NH2:23])=[N:21][CH:22]=3)=[C:2]([F:1])[CH:7]=2)(=[O:33])=[O:32])[CH2:39][CH2:38]1)(=[O:42])[CH3:41]. (2) Given the reactants O1[C:5]2([CH2:10][CH2:9][CH:8]([C:11]3[S:19][C:18]4[C:13](=[N:14][CH:15]=[CH:16][C:17]=4[O:20][C:21]4[CH:26]=[CH:25][C:24]([NH:27][C:28]([C:30]5[C:31](=[O:43])[N:32]([C:36]6[CH:41]=[CH:40][C:39]([F:42])=[CH:38][CH:37]=6)[N:33]=[CH:34][CH:35]=5)=[O:29])=[CH:23][C:22]=4[F:44])[CH:12]=3)[CH2:7][CH2:6]2)[O:4]CC1.C(O)(C(F)(F)F)=O, predict the reaction product. The product is: [F:44][C:22]1[CH:23]=[C:24]([NH:27][C:28]([C:30]2[C:31](=[O:43])[N:32]([C:36]3[CH:37]=[CH:38][C:39]([F:42])=[CH:40][CH:41]=3)[N:33]=[CH:34][CH:35]=2)=[O:29])[CH:25]=[CH:26][C:21]=1[O:20][C:17]1[CH:16]=[CH:15][N:14]=[C:13]2[CH:12]=[C:11]([CH:8]3[CH2:7][CH2:6][C:5](=[O:4])[CH2:10][CH2:9]3)[S:19][C:18]=12. (3) Given the reactants C([Li])CCC.Br[C:7]1[CH:15]=[CH:14][C:10]2[O:11][CH2:12][O:13][C:9]=2[CH:8]=1.[B:16](OC(C)C)([O:21]C(C)C)[O:17]C(C)C.OS(O)(=O)=O, predict the reaction product. The product is: [O:11]1[C:10]2[CH:14]=[CH:15][C:7]([B:16]([OH:21])[OH:17])=[CH:8][C:9]=2[O:13][CH2:12]1.